Dataset: Forward reaction prediction with 1.9M reactions from USPTO patents (1976-2016). Task: Predict the product of the given reaction. (1) Given the reactants [CH3:1][C:2]1[CH:3]=[C:4]([CH:6]=[C:7]([CH3:9])[CH:8]=1)[NH2:5].[C:10]([OH:20])(=O)[CH:11]([C:13]1[CH:18]=[CH:17][CH:16]=[CH:15][CH:14]=1)[OH:12].O.[OH:22]N1C2C=CC=CC=2N=N1.Cl.CN(C)CCCN=C=NCC, predict the reaction product. The product is: [CH3:1][C:2]1[CH:3]=[C:4]([NH:5][C:10](=[O:20])[CH:11]([OH:12])[C:13]2[CH:18]=[CH:17][C:16]([OH:22])=[CH:15][CH:14]=2)[CH:6]=[C:7]([CH3:9])[CH:8]=1. (2) Given the reactants FC1C=C2C(=CC=1)NC=C2CCC1C2=C3C(=CC=C2OCC1N)N=CC=C3.Cl.Cl.CCOCC.Cl.Cl.[F:37][C:38]1[CH:39]=[C:40]2[C:44](=[CH:45][CH:46]=1)[NH:43][CH:42]=[C:41]2[CH2:47][CH2:48][N:49]([CH2:64][CH2:65][CH3:66])[CH:50]1[CH2:63][O:62][C:61]2[C:52](=[C:53]3[C:58](=[CH:59][CH:60]=2)[N:57]=[CH:56][CH:55]=[CH:54]3)[CH2:51]1, predict the reaction product. The product is: [F:37][C:38]1[CH:39]=[C:40]2[C:44](=[CH:45][CH:46]=1)[NH:43][CH:42]=[C:41]2[CH2:47][CH2:48][N:49]([CH2:64][CH2:65][CH3:66])[CH:50]1[CH2:63][O:62][C:61]2[C:52](=[C:53]3[C:58](=[CH:59][CH:60]=2)[N:57]=[CH:56][CH:55]=[CH:54]3)[CH2:51]1.